From a dataset of Forward reaction prediction with 1.9M reactions from USPTO patents (1976-2016). Predict the product of the given reaction. (1) Given the reactants [CH2:1]([O:3][C:4]1[N:9]=[C:8]([OH:10])[C:7]([CH:11]=[O:12])=[C:6]([O:13][CH3:14])[N:5]=1)[CH3:2].Br[CH2:16][CH:17]([F:19])[F:18].[F-].[Cs+].[I-].[K+], predict the reaction product. The product is: [F:18][CH:17]([F:19])[CH2:16][O:10][C:8]1[C:7]([CH:11]=[O:12])=[C:6]([O:13][CH3:14])[N:5]=[C:4]([O:3][CH2:1][CH3:2])[N:9]=1. (2) Given the reactants [CH2:1]([N:3]1[C:9](=[O:10])[C:8]([CH3:12])([CH3:11])[C:7](=[O:13])[N:6]([CH3:14])[C:5]2[CH:15]=[C:16]([O:19][CH2:20][CH2:21][CH2:22][NH:23][C:24]3[CH:29]=[CH:28][N:27]=[CH:26][C:25]=3[N+:30]([O-])=O)[CH:17]=[CH:18][C:4]1=2)[CH3:2], predict the reaction product. The product is: [NH2:30][C:25]1[CH:26]=[N:27][CH:28]=[CH:29][C:24]=1[NH:23][CH2:22][CH2:21][CH2:20][O:19][C:16]1[CH:17]=[CH:18][C:4]2[N:3]([CH2:1][CH3:2])[C:9](=[O:10])[C:8]([CH3:11])([CH3:12])[C:7](=[O:13])[N:6]([CH3:14])[C:5]=2[CH:15]=1. (3) Given the reactants Cl.[CH2:2]([O:9][C:10]1[CH:15]=[CH:14][C:13]([NH:16][NH2:17])=[CH:12][CH:11]=1)[C:3]1[CH:8]=[CH:7][CH:6]=[CH:5][CH:4]=1.C(N(CC)CC)C.[CH2:25]([O:32][C:33]([N:35]1[CH2:40][CH2:39][CH:38]([C:41](=O)[CH2:42][C:43]([C:45]2[CH:50]=[CH:49][C:48]([O:51][CH2:52][C:53]3[CH:58]=[CH:57][CH:56]=[CH:55][CH:54]=3)=[CH:47][CH:46]=2)=O)[CH2:37][CH2:36]1)=[O:34])[C:26]1[CH:31]=[CH:30][CH:29]=[CH:28][CH:27]=1, predict the reaction product. The product is: [CH2:25]([O:32][C:33]([N:35]1[CH2:36][CH2:37][CH:38]([C:41]2[CH:42]=[C:43]([C:45]3[CH:46]=[CH:47][C:48]([O:51][CH2:52][C:53]4[CH:54]=[CH:55][CH:56]=[CH:57][CH:58]=4)=[CH:49][CH:50]=3)[N:16]([C:13]3[CH:12]=[CH:11][C:10]([O:9][CH2:2][C:3]4[CH:4]=[CH:5][CH:6]=[CH:7][CH:8]=4)=[CH:15][CH:14]=3)[N:17]=2)[CH2:39][CH2:40]1)=[O:34])[C:26]1[CH:27]=[CH:28][CH:29]=[CH:30][CH:31]=1. (4) Given the reactants [CH3:1][C:2]1[CH:7]=[CH:6][N:5]=[CH:4][C:3]=1B(O)O.Br[C:12]1[CH:21]=[CH:20][C:19]([N+:22]([O-:24])=[O:23])=[CH:18][C:13]=1[C:14]([O:16][CH3:17])=[O:15].CC1C=CN=CC=1C1C=CC=C2C=1C=NN2, predict the reaction product. The product is: [CH3:1][C:2]1[CH:7]=[CH:6][N:5]=[CH:4][C:3]=1[C:12]1[CH:21]=[CH:20][C:19]([N+:22]([O-:24])=[O:23])=[CH:18][C:13]=1[C:14]([O:16][CH3:17])=[O:15]. (5) Given the reactants [NH2:1][C:2]1[N:7]=[C:6]([C:8]2[CH:15]=[CH:14][C:11]([C:12]#[N:13])=[C:10](F)[CH:9]=2)[CH:5]=[C:4]([N:17]2[CH2:22][CH2:21][O:20][CH:19]([C:23]3[NH:24][C:25]4[CH:30]=[CH:29][N:28]=[CH:27][C:26]=4[N:31]=3)[CH2:18]2)[N:3]=1.[NH2:32][NH2:33], predict the reaction product. The product is: [NH2:1][C:2]1[N:7]=[C:6]([C:8]2[CH:9]=[C:10]3[C:11]([C:12]([NH2:13])=[N:32][NH:33]3)=[CH:14][CH:15]=2)[CH:5]=[C:4]([N:17]2[CH2:22][CH2:21][O:20][CH:19]([C:23]3[NH:24][C:25]4=[CH:30][CH:29]=[N:28][CH:27]=[C:26]4[N:31]=3)[CH2:18]2)[N:3]=1. (6) Given the reactants CN(C)CCN.[CH3:7][O:8][CH2:9][CH2:10][O:11][N:12]1C(=O)C2=CC=CC=C2C1=O.C(O)(=O)C.[C:27]([C:30]1[CH:35]=[C:34]([Cl:36])[CH:33]=[CH:32][C:31]=1[NH:37][S:38]([C:41]([F:44])([F:43])[F:42])(=[O:40])=[O:39])(=O)[CH3:28], predict the reaction product. The product is: [Cl:36][C:34]1[CH:33]=[CH:32][C:31]([NH:37][S:38]([C:41]([F:44])([F:43])[F:42])(=[O:40])=[O:39])=[C:30]([C:27](=[N:12][O:11][CH2:10][CH2:9][O:8][CH3:7])[CH3:28])[CH:35]=1. (7) Given the reactants [CH3:1][C:2]1[CH:7]=[C:6]([CH3:8])[CH:5]=[CH:4][C:3]=1[C:9]1[CH:10]=[CH:11][C:12](=O)[NH:13][N:14]=1.O=P(Cl)(Cl)[Cl:18], predict the reaction product. The product is: [Cl:18][C:12]1[N:13]=[N:14][C:9]([C:3]2[CH:4]=[CH:5][C:6]([CH3:8])=[CH:7][C:2]=2[CH3:1])=[CH:10][CH:11]=1.